The task is: Predict the reaction yield, written as a fraction of the theoretical maximum amount of product (1.0 means a 100% yield; for example, 0.34 means a 34% yield).. This data is from Reaction yield outcomes from USPTO patents with 853,638 reactions. (1) The reactants are Cl.[C:2]1([C@@H:8]2[CH2:10][C@H:9]2[NH2:11])[CH:7]=[CH:6][CH:5]=[CH:4][CH:3]=1.[S:12]1[CH2:18][C:16](=[O:17])[NH:15][C:13]1=S.CCN(C(C)C)C(C)C. The catalyst is C(#N)C. The product is [C:2]1([C@@H:8]2[CH2:10][C@H:9]2[NH:11][C:13]2[S:12][CH2:18][C:16](=[O:17])[N:15]=2)[CH:7]=[CH:6][CH:5]=[CH:4][CH:3]=1. The yield is 0.420. (2) The yield is 0.140. No catalyst specified. The reactants are [F:1][C:2]1[CH:7]=[CH:6][CH:5]=[CH:4][C:3]=1[N+:8]([O-:10])=[O:9].[Cl:11][S:12](O)(=[O:14])=[O:13]. The product is [F:1][C:2]1[CH:7]=[CH:6][C:5]([S:12]([Cl:11])(=[O:14])=[O:13])=[CH:4][C:3]=1[N+:8]([O-:10])=[O:9]. (3) The reactants are [CH2:1]([O:8][CH2:9][CH2:10][CH2:11][O:12][C:13]1[C:14]([OH:22])=[C:15]([CH:18]=[C:19]([Cl:21])[CH:20]=1)[CH:16]=[O:17])[C:2]1[CH:7]=[CH:6][CH:5]=[CH:4][CH:3]=1.N1C=CC=CC=1.[O:29](S(C(F)(F)F)(=O)=O)[S:30]([C:33]([F:36])([F:35])[F:34])(=O)=[O:31]. The catalyst is C(Cl)Cl. The product is [CH2:1]([O:8][CH2:9][CH2:10][CH2:11][O:12][C:13]1[CH:20]=[C:19]([Cl:21])[CH:18]=[C:15]([CH:16]=[O:17])[C:14]=1[O:22][S:30]([C:33]([F:36])([F:35])[F:34])(=[O:31])=[O:29])[C:2]1[CH:3]=[CH:4][CH:5]=[CH:6][CH:7]=1. The yield is 0.510. (4) The reactants are [CH:1](=O)[C:2]1[CH:7]=[CH:6][CH:5]=[CH:4][CH:3]=1.[NH:9]1[C:13]2[CH:14]=[CH:15][CH:16]=[CH:17][C:12]=2[N:11]=[C:10]1[CH2:18][N:19]([CH:29]1[C:38]2[N:37]=[CH:36][CH:35]=[CH:34][C:33]=2[CH2:32][CH2:31][CH2:30]1)[CH2:20][C:21]1[CH:26]=[CH:25][C:24]([CH2:27][NH2:28])=[CH:23][CH:22]=1.[BH4-].[Na+]. The catalyst is CO. The product is [CH2:1]([NH:28][CH2:27][C:24]1[CH:25]=[CH:26][C:21]([CH2:20][N:19]([CH2:18][C:10]2[NH:9][C:13]3[CH:14]=[CH:15][CH:16]=[CH:17][C:12]=3[N:11]=2)[CH:29]2[C:38]3[N:37]=[CH:36][CH:35]=[CH:34][C:33]=3[CH2:32][CH2:31][CH2:30]2)=[CH:22][CH:23]=1)[C:2]1[CH:7]=[CH:6][CH:5]=[CH:4][CH:3]=1. The yield is 0.260. (5) The reactants are CN(C(ON1N=NC2C=CC=NC1=2)=[N+](C)C)C.F[P-](F)(F)(F)(F)F.CCN(C(C)C)C(C)C.[NH2:34][C@@H:35]([CH3:65])[C:36]([NH:38][C@@H:39]([CH2:56][C:57]1[CH:62]=[CH:61][C:60]([O:63][CH3:64])=[CH:59][CH:58]=1)[C:40]([NH:42][C@@H:43]([CH2:50][C:51]1[CH2:55][CH2:54][CH2:53][CH:52]=1)[C:44]([C@@:46]1([CH3:49])[CH2:48][O:47]1)=[O:45])=[O:41])=[O:37].[NH2:66][C:67]1[S:68][C:69]([CH2:72][C:73](O)=[O:74])=[CH:70][N:71]=1. The catalyst is CN(C=O)C. The product is [NH2:66][C:67]1[S:68][C:69]([CH2:72][C:73]([NH:34][C@@H:35]([CH3:65])[C:36]([NH:38][C@@H:39]([CH2:56][C:57]2[CH:62]=[CH:61][C:60]([O:63][CH3:64])=[CH:59][CH:58]=2)[C:40]([NH:42][C@@H:43]([CH2:50][C:51]2[CH2:55][CH2:54][CH2:53][CH:52]=2)[C:44]([C@@:46]2([CH3:49])[CH2:48][O:47]2)=[O:45])=[O:41])=[O:37])=[O:74])=[CH:70][N:71]=1. The yield is 0.230. (6) No catalyst specified. The product is [Br:22][C:23]1[CH:24]=[C:25]2[C:31](=[CH:20][C:3]3[NH:4][C:5]4[CH2:10][CH2:9][N:8]([CH2:11][CH2:12][N:13]5[CH2:14][CH2:15][CH2:16][CH2:17][CH2:18]5)[C:7](=[O:19])[C:6]=4[C:2]=3[CH3:1])[C:30](=[O:32])[NH:29][C:26]2=[N:27][CH:28]=1. The yield is 0.651. The reactants are [CH3:1][C:2]1[C:6]2[C:7](=[O:19])[N:8]([CH2:11][CH2:12][N:13]3[CH2:18][CH2:17][CH2:16][CH2:15][CH2:14]3)[CH2:9][CH2:10][C:5]=2[NH:4][C:3]=1[CH:20]=O.[Br:22][C:23]1[CH:24]=[C:25]2[CH2:31][C:30](=[O:32])[NH:29][C:26]2=[N:27][CH:28]=1. (7) The reactants are [CH3:1][CH:2]([CH3:12])[C@:3]([C:6]1[CH:11]=[N:10][CH:9]=[CH:8][N:7]=1)([OH:5])[CH3:4].[H][H]. The catalyst is [Pt]=O.CO. The product is [CH3:1][CH:2]([CH3:12])[C@:3]([CH:6]1[CH2:11][NH:10][CH2:9][CH2:8][NH:7]1)([OH:5])[CH3:4]. The yield is 0.930.